Task: Regression. Given a peptide amino acid sequence and an MHC pseudo amino acid sequence, predict their binding affinity value. This is MHC class II binding data.. Dataset: Peptide-MHC class II binding affinity with 134,281 pairs from IEDB (1) The peptide sequence is LNIKLNMPLYIAGNK. The MHC is DRB5_0101 with pseudo-sequence DRB5_0101. The binding affinity (normalized) is 0.455. (2) The peptide sequence is FLTRGKNIQLPRRSL. The MHC is DRB1_0101 with pseudo-sequence DRB1_0101. The binding affinity (normalized) is 0.552.